From a dataset of Full USPTO retrosynthesis dataset with 1.9M reactions from patents (1976-2016). Predict the reactants needed to synthesize the given product. (1) Given the product [F:1][C:2]1[C:7](=[O:8])[N:6]([CH3:9])[C:5]([CH2:10][C:11]([N:23]2[C:24]3[C:29](=[C:28]([F:31])[C:27]([F:32])=[CH:26][CH:25]=3)[CH2:30][CH:22]2[CH3:21])=[O:13])=[N:4][C:3]=1[N:14]1[CH2:19][CH2:18][O:17][CH2:16][CH2:15]1, predict the reactants needed to synthesize it. The reactants are: [F:1][C:2]1[C:7](=[O:8])[N:6]([CH3:9])[C:5]([CH2:10][C:11]([O-:13])=O)=[N:4][C:3]=1[N:14]1[CH2:19][CH2:18][O:17][CH2:16][CH2:15]1.[Na+].[CH3:21][CH:22]1[CH2:30][C:29]2[C:24](=[CH:25][CH:26]=[C:27]([F:32])[C:28]=2[F:31])[NH:23]1. (2) Given the product [Br:9][C:10]1[CH:11]=[C:12]([O:18][C:19]2[CH:24]=[CH:23][CH:22]=[CH:21][C:20]=2[O:25][CH3:26])[C:13]([Cl:27])=[CH:15][C:16]=1[F:17], predict the reactants needed to synthesize it. The reactants are: N(OCCC(C)C)=O.[Br:9][C:10]1[C:16]([F:17])=[CH:15][C:13](N)=[C:12]([O:18][C:19]2[CH:24]=[CH:23][CH:22]=[CH:21][C:20]=2[O:25][CH3:26])[CH:11]=1.[ClH:27].O.